From a dataset of Reaction yield outcomes from USPTO patents with 853,638 reactions. Predict the reaction yield, written as a fraction of the theoretical maximum amount of product (1.0 means a 100% yield; for example, 0.34 means a 34% yield). (1) The reactants are C(OCC1C=[C:13]([N:15]([CH3:17])[CH3:16])[CH:12]=[CH:11]C=1)(=O)CCCC.[C:18]([O:21]CC)(=[O:20])[CH3:19]. The catalyst is [Pd]. The product is [CH3:16][N:15]([CH3:17])[CH2:13][CH2:12][CH2:11][CH2:19][C:18]([OH:21])=[O:20]. The yield is 0.604. (2) The reactants are CS[C:3]1[N:4]=[CH:5][C:6]2[C:12](=[O:13])[CH2:11][CH:10]3[C:14](=[O:22])[NH:15][CH2:16][C:17]4([CH2:21][CH2:20][CH2:19][CH2:18]4)[N:9]3[C:7]=2[N:8]=1.CN(C)C(=O)C.[CH3:29][N:30]1[CH2:35][CH2:34][N:33]([C:36]2[CH:37]=[CH:38][C:39]([NH2:42])=[N:40][CH:41]=2)[CH2:32][CH2:31]1. No catalyst specified. The product is [CH3:29][N:30]1[CH2:35][CH2:34][N:33]([C:36]2[CH:37]=[CH:38][C:39]([NH:42][C:3]3[N:4]=[CH:5][C:6]4[C:12](=[O:13])[CH2:11][CH:10]5[C:14](=[O:22])[NH:15][CH2:16][C:17]6([CH2:18][CH2:19][CH2:20][CH2:21]6)[N:9]5[C:7]=4[N:8]=3)=[N:40][CH:41]=2)[CH2:32][CH2:31]1. The yield is 0.0700. (3) The reactants are CO[C:3](=[O:14])[C:4]1[C:9](C)=[CH:8][C:7](Br)=[CH:6][C:5]=1[CH2:12][Br:13].[F:15][C:16]([F:27])([F:26])[O:17][C:18]1[CH:25]=[CH:24][C:21]([CH2:22][NH2:23])=[CH:20][CH:19]=1.[C:28]([O-])([O-])=[O:29].[K+].[K+]. The catalyst is C1(C)C=CC=CC=1. The product is [Br:13][CH:12]1[C:5]2[C:4](=[C:9]([O:29][CH3:28])[CH:8]=[CH:7][CH:6]=2)[C:3](=[O:14])[N:23]1[CH2:22][C:21]1[CH:24]=[CH:25][C:18]([O:17][C:16]([F:26])([F:27])[F:15])=[CH:19][CH:20]=1. The yield is 0.660. (4) The reactants are [Cl:1][CH2:2][C:3](=O)[CH2:4]C(OCC)=O.[C:11]([OH:14])(=[O:13])[CH3:12].[CH2:15]([NH2:22])[C:16]1[CH:21]=[CH:20][CH:19]=[CH:18][CH:17]=1.[C:23]1(C)C=CC=C[CH:24]=1. The catalyst is C(O)C. The product is [Cl:1][CH2:2][C:3]([NH:22][CH2:15][C:16]1[CH:21]=[CH:20][CH:19]=[CH:18][CH:17]=1)=[CH:4][CH2:12][C:11]([O:14][CH2:23][CH3:24])=[O:13]. The yield is 0.520.